Task: Predict the product of the given reaction.. Dataset: Forward reaction prediction with 1.9M reactions from USPTO patents (1976-2016) (1) The product is: [CH2:1]([N:3]1[CH2:4][CH2:5][CH:6]([C:9]([NH:39][C:40]2[CH:45]=[C:44]([O:46][C:47]3[CH:52]=[CH:51][C:50]([NH:19][CH3:23])=[C:49]([N+:55]([O-:57])=[O:56])[CH:48]=3)[CH:43]=[CH:42][N:41]=2)=[O:11])[CH2:7][CH2:8]1)[CH3:2]. Given the reactants [CH2:1]([N:3]1[CH2:8][CH2:7][CH:6]([C:9]([OH:11])=O)[CH2:5][CH2:4]1)[CH3:2].F[P-](F)(F)(F)(F)F.[N:19]1(O[P+](N(C)C)(N(C)C)N(C)C)[C:23]2C=CC=CC=2N=N1.[NH2:39][C:40]1[CH:45]=[C:44]([O:46][C:47]2[CH:52]=[CH:51][C:50](CN)=[C:49]([N+:55]([O-:57])=[O:56])[CH:48]=2)[CH:43]=[CH:42][N:41]=1, predict the reaction product. (2) Given the reactants [Si]([O:8][C@H:9]1[CH2:14][CH2:13][C@H:12]([C:15]([N:17]([O:19][CH3:20])[CH3:18])=[O:16])[CH2:11][CH2:10]1)(C(C)(C)C)(C)C.C([SiH](CC)CC)C.[Bi](Br)(Br)Br.[F:32][C:33]1[CH:40]=[CH:39][C:36]([CH:37]=O)=[CH:35][CH:34]=1.C(=O)([O-])O.[Na+], predict the reaction product. The product is: [F:32][C:33]1[CH:40]=[CH:39][C:36]([CH2:37][O:8][C@H:9]2[CH2:10][CH2:11][C@H:12]([C:15]([N:17]([O:19][CH3:20])[CH3:18])=[O:16])[CH2:13][CH2:14]2)=[CH:35][CH:34]=1. (3) Given the reactants [CH3:1][S:2](Cl)(=[O:4])=[O:3].[F:6][C:7]1[CH:8]=[CH:9][C:10]2[C:16](=[C:17]([C:20]3[CH:21]=[C:22]([NH2:26])[CH:23]=[CH:24][CH:25]=3)[CH2:18][CH3:19])[C:15]3[CH:27]=[CH:28][CH:29]=[N:30][C:14]=3[CH2:13][O:12][C:11]=2[CH:31]=1.N1C=CC=CC=1.C(=O)(O)[O-].[Na+], predict the reaction product. The product is: [F:6][C:7]1[CH:8]=[CH:9][C:10]2[C:16](=[C:17]([C:20]3[CH:21]=[C:22]([NH:26][S:2]([CH3:1])(=[O:4])=[O:3])[CH:23]=[CH:24][CH:25]=3)[CH2:18][CH3:19])[C:15]3[CH:27]=[CH:28][CH:29]=[N:30][C:14]=3[CH2:13][O:12][C:11]=2[CH:31]=1. (4) Given the reactants [Cl-:1].[C@H:2]1([CH2:15][NH+:16]([CH3:18])[CH3:17])[C:14]2[N:6]([N:7]=[C:8]3[C:13]=2[CH:12]=[CH:11][CH:10]=[CH:9]3)[CH2:5][CH2:4][O:3]1.[CH:19]1([CH2:32]NC2CCC2)[C:31]2N(N=C3C=2C=CC=C3)CCO1, predict the reaction product. The product is: [Cl-:1].[CH:2]1([CH2:15][NH+:16]([CH3:18])[CH:17]2[CH2:32][CH2:19][CH2:31]2)[C:14]2[N:6]([N:7]=[C:8]3[C:13]=2[CH:12]=[CH:11][CH:10]=[CH:9]3)[CH2:5][CH2:4][O:3]1.